Task: Regression/Classification. Given a drug SMILES string, predict its absorption, distribution, metabolism, or excretion properties. Task type varies by dataset: regression for continuous measurements (e.g., permeability, clearance, half-life) or binary classification for categorical outcomes (e.g., BBB penetration, CYP inhibition). Dataset: cyp2c9_veith.. Dataset: CYP2C9 inhibition data for predicting drug metabolism from PubChem BioAssay (1) The molecule is Cc1ccc(SCc2nc3ccccc3n2CC(=O)Nc2ccc(Cl)cc2)cc1. The result is 1 (inhibitor). (2) The molecule is Cc1c2c(nc3ccccc13)OCC2. The result is 0 (non-inhibitor). (3) The result is 0 (non-inhibitor). The drug is O=C(/C=C/c1ccc(Cl)cc1)NCCN1CCOCC1. (4) The drug is O=C(O)C[C@H](Cc1ccc2c(c1)OCO2)C(=O)O. The result is 0 (non-inhibitor).